Dataset: Full USPTO retrosynthesis dataset with 1.9M reactions from patents (1976-2016). Task: Predict the reactants needed to synthesize the given product. Given the product [Br:15][C:7]1[CH:8]=[CH:9][CH:10]=[C:11]2[C:6]=1[N:5]=[CH:4][C:3]([C:2]([F:1])([F:13])[F:14])=[CH:12]2.[Br:15][C:10]1[CH:9]=[CH:8][CH:7]=[C:6]2[C:11]=1[CH:12]=[C:3]([C:2]([F:1])([F:13])[F:14])[CH:4]=[N:5]2, predict the reactants needed to synthesize it. The reactants are: [F:1][C:2]([F:14])([F:13])[C:3]1[CH:4]=[N:5][C:6]2[C:11]([CH:12]=1)=[CH:10][CH:9]=[CH:8][CH:7]=2.[Br:15]N1C(=O)CCC1=O.[OH-].[Na+].C(OCC)(=O)C.